This data is from Full USPTO retrosynthesis dataset with 1.9M reactions from patents (1976-2016). The task is: Predict the reactants needed to synthesize the given product. (1) Given the product [CH2:19]([C:18]([C:7]1[C:6]2[C:10](=[C:2]([NH2:1])[CH:3]=[CH:4][CH:5]=2)[NH:9][CH:8]=1)([C:15]1[CH:14]=[CH:13][C:12]([F:11])=[CH:17][CH:16]=1)[CH2:21][CH3:22])[CH3:20], predict the reactants needed to synthesize it. The reactants are: [NH2:1][C:2]1[CH:3]=[CH:4][CH:5]=[C:6]2[C:10]=1[NH:9][CH:8]=[CH:7]2.[F:11][C:12]1[CH:17]=[CH:16][C:15]([C:18](O)([CH2:21][CH3:22])[CH2:19][CH3:20])=[CH:14][CH:13]=1. (2) The reactants are: [Cl:1][C:2]1[CH:3]=[C:4]([C:8]2[N:9]=[C:10]([NH:17][C:18]3[CH:23]=[CH:22][C:21]([CH2:24][CH2:25][OH:26])=[CH:20][CH:19]=3)[C:11]3[CH2:16][CH2:15][CH2:14][C:12]=3[N:13]=2)[CH:5]=[CH:6][CH:7]=1.CC(OI1(OC(C)=O)(OC(C)=O)OC(=O)C2C=CC=CC1=2)=O. Given the product [Cl:1][C:2]1[CH:3]=[C:4]([C:8]2[N:9]=[C:10]([NH:17][C:18]3[CH:19]=[CH:20][C:21]([CH2:24][CH:25]=[O:26])=[CH:22][CH:23]=3)[C:11]3[CH2:16][CH2:15][CH2:14][C:12]=3[N:13]=2)[CH:5]=[CH:6][CH:7]=1, predict the reactants needed to synthesize it. (3) Given the product [N:17]([C:14]1[CH:13]=[CH:12][CH:11]=[CH:16][CH:15]=1)=[N:18][C:19]1[CH:24]=[CH:23][CH:22]=[CH:21][CH:20]=1, predict the reactants needed to synthesize it. The reactants are: CCCCCCCCCO[C:11]1[CH:16]=[CH:15][C:14]([N:17]=[N:18][C:19]2[CH:24]=[CH:23][C:22](OCCCCCCCCCOC(C=C)=O)=[CH:21][CH:20]=2)=[CH:13][CH:12]=1.N#N. (4) The reactants are: [NH2:1][C:2]1[CH:6]=[C:5]([C:7]2[CH:12]=[CH:11][CH:10]=[CH:9][CH:8]=2)[NH:4][N:3]=1.[CH2:13]([O:15][C:16]([N:18]=[C:19]=[S:20])=[O:17])[CH3:14]. Given the product [C:7]1([C:5]2[CH:6]=[C:2]([NH:1][C:19]([NH:18][C:16](=[O:17])[O:15][CH2:13][CH3:14])=[S:20])[NH:3][N:4]=2)[CH:12]=[CH:11][CH:10]=[CH:9][CH:8]=1, predict the reactants needed to synthesize it. (5) The reactants are: [Cl:1][C:2]1[CH:7]=[CH:6][C:5]([C:8]2[O:16][C:15]3[CH:14]=[CH:13][NH:12][C:11](=[O:17])[C:10]=3[CH:9]=2)=[CH:4][CH:3]=1.Br[C:19]1[CH:29]=[CH:28][C:22]([O:23][CH2:24][C:25]([NH2:27])=[O:26])=[C:21]([O:30][CH3:31])[CH:20]=1.C(=O)([O-])[O-].[K+].[K+].CN[C@@H]1CCCC[C@H]1NC. Given the product [Cl:1][C:2]1[CH:3]=[CH:4][C:5]([C:8]2[O:16][C:15]3[CH:14]=[CH:13][N:12]([C:19]4[CH:29]=[CH:28][C:22]([O:23][CH2:24][C:25]([NH2:27])=[O:26])=[C:21]([O:30][CH3:31])[CH:20]=4)[C:11](=[O:17])[C:10]=3[CH:9]=2)=[CH:6][CH:7]=1, predict the reactants needed to synthesize it. (6) The reactants are: [CH:1]1[C:13]2[N:12]([CH:14]3[C:23]4[C:18](=[CH:19][CH:20]=[CH:21][CH:22]=4)[N:17]([C:24](=[O:35])[C:25]4[CH:30]=[CH:29][C:28]([O:31][CH3:32])=[C:27]([O:33][CH3:34])[CH:26]=4)[CH:16]([CH2:36][CH2:37][CH2:38][CH2:39][C:40](O)=[O:41])[CH2:15]3)C3C(=CC=CC=3)[C:5]=2[CH:4]=[CH:3][CH:2]=1.[CH2:43]([NH2:46])[CH2:44][CH3:45]. Given the product [CH:1]1[C:13]2[N:12]([CH:14]3[C:23]4[C:18](=[CH:19][CH:20]=[CH:21][CH:22]=4)[N:17]([C:24](=[O:35])[C:25]4[CH:30]=[CH:29][C:28]([O:31][CH3:32])=[C:27]([O:33][CH3:34])[CH:26]=4)[CH:16]([CH2:36][CH2:37][CH2:38][CH2:39][C:40]([NH:46][CH2:43][CH2:44][CH3:45])=[O:41])[CH2:15]3)[C:13]3[C:5](=[CH:4][CH:3]=[CH:2][CH:1]=3)[C:5]=2[CH:4]=[CH:3][CH:2]=1, predict the reactants needed to synthesize it. (7) Given the product [Br:3][C:4]1[CH:5]=[C:6]([C:7](=[N:1][OH:2])[NH2:8])[CH:9]=[CH:10][CH:11]=1, predict the reactants needed to synthesize it. The reactants are: [NH2:1][OH:2].[Br:3][C:4]1[CH:5]=[C:6]([CH:9]=[CH:10][CH:11]=1)[C:7]#[N:8].C(=O)([O-])[O-].[K+].[K+].